From a dataset of NCI-60 drug combinations with 297,098 pairs across 59 cell lines. Regression. Given two drug SMILES strings and cell line genomic features, predict the synergy score measuring deviation from expected non-interaction effect. (1) Drug 1: C1CNP(=O)(OC1)N(CCCl)CCCl. Drug 2: CCC1(C2=C(COC1=O)C(=O)N3CC4=CC5=C(C=CC(=C5CN(C)C)O)N=C4C3=C2)O.Cl. Cell line: BT-549. Synergy scores: CSS=-1.83, Synergy_ZIP=-9.63, Synergy_Bliss=-21.1, Synergy_Loewe=-62.7, Synergy_HSA=-19.9. (2) Drug 1: CC1=C(C(CCC1)(C)C)C=CC(=CC=CC(=CC(=O)O)C)C. Drug 2: CN(CCCl)CCCl.Cl. Cell line: T-47D. Synergy scores: CSS=28.1, Synergy_ZIP=-8.82, Synergy_Bliss=-0.900, Synergy_Loewe=-0.113, Synergy_HSA=1.16. (3) Drug 1: C1=CC(=CC=C1CCC2=CNC3=C2C(=O)NC(=N3)N)C(=O)NC(CCC(=O)O)C(=O)O. Drug 2: C1CCC(CC1)NC(=O)N(CCCl)N=O. Cell line: ACHN. Synergy scores: CSS=26.0, Synergy_ZIP=-7.56, Synergy_Bliss=-4.45, Synergy_Loewe=-4.79, Synergy_HSA=-0.135. (4) Drug 1: C1=NC2=C(N1)C(=S)N=C(N2)N. Drug 2: CN(CC1=CN=C2C(=N1)C(=NC(=N2)N)N)C3=CC=C(C=C3)C(=O)NC(CCC(=O)O)C(=O)O. Cell line: RPMI-8226. Synergy scores: CSS=48.4, Synergy_ZIP=-2.19, Synergy_Bliss=-1.96, Synergy_Loewe=-18.6, Synergy_HSA=-2.87. (5) Drug 1: C1CCC(C1)C(CC#N)N2C=C(C=N2)C3=C4C=CNC4=NC=N3. Drug 2: C1CC(=O)NC(=O)C1N2C(=O)C3=CC=CC=C3C2=O. Cell line: IGROV1. Synergy scores: CSS=6.51, Synergy_ZIP=0.354, Synergy_Bliss=2.48, Synergy_Loewe=0.428, Synergy_HSA=2.17. (6) Drug 1: CN(C)C1=NC(=NC(=N1)N(C)C)N(C)C. Drug 2: CC(C)CN1C=NC2=C1C3=CC=CC=C3N=C2N. Cell line: COLO 205. Synergy scores: CSS=-13.7, Synergy_ZIP=2.54, Synergy_Bliss=-5.13, Synergy_Loewe=-10.7, Synergy_HSA=-12.0.